From a dataset of Reaction yield outcomes from USPTO patents with 853,638 reactions. Predict the reaction yield, written as a fraction of the theoretical maximum amount of product (1.0 means a 100% yield; for example, 0.34 means a 34% yield). (1) The reactants are [N+:1]([C:4]1[CH:9]=[CH:8][C:7]([C:10]2([C:13]([O:15][CH3:16])=[O:14])[CH2:12][CH2:11]2)=[CH:6][CH:5]=1)([O-])=O. The catalyst is CO.[Ni]. The product is [NH2:1][C:4]1[CH:5]=[CH:6][C:7]([C:10]2([C:13]([O:15][CH3:16])=[O:14])[CH2:12][CH2:11]2)=[CH:8][CH:9]=1. The yield is 0.660. (2) The reactants are [NH:1]1[CH2:5][CH2:4][CH2:3][CH2:2]1.[CH:6]([C:8]1[C:16]2[O:15][CH2:14][CH:13]([C:17]3[CH:22]=[CH:21][C:20]([CH:23]([CH3:25])[CH3:24])=[CH:19][CH:18]=3)[C:12]=2[C:11]([CH3:26])=[C:10]([NH:27][C:28](=[O:34])[CH2:29][C:30]([CH3:33])([CH3:32])[CH3:31])[C:9]=1[CH3:35])=O.[BH4-].[Na+].O. The catalyst is CO.CC(C)[O-].CC(C)[O-].CC(C)[O-].CC(C)[O-].[Ti+4]. The product is [CH:23]([C:20]1[CH:21]=[CH:22][C:17]([CH:13]2[C:12]3[C:11]([CH3:26])=[C:10]([NH:27][C:28](=[O:34])[CH2:29][C:30]([CH3:33])([CH3:32])[CH3:31])[C:9]([CH3:35])=[C:8]([CH2:6][N:1]4[CH2:5][CH2:4][CH2:3][CH2:2]4)[C:16]=3[O:15][CH2:14]2)=[CH:18][CH:19]=1)([CH3:24])[CH3:25]. The yield is 0.490. (3) The reactants are [NH2:1][C:2]1[C:10]([CH3:11])=[C:9]([O:12][CH3:13])[CH:8]=[CH:7][C:3]=1[C:4]([NH2:6])=[O:5].[C:14](N)(=O)[C:15]1C=CC=C[CH:16]=1.C(Cl)(=O)C. No catalyst specified. The product is [CH3:13][O:12][C:9]1[C:10]([CH3:11])=[C:2]2[C:3]([C:4]([OH:5])=[N:6][C:14]([CH2:15][CH3:16])=[N:1]2)=[CH:7][CH:8]=1. The yield is 1.00. (4) The reactants are [C:1]([N:4]1[C:12]2[C:7](=[CH:8][CH:9]=[C:10]([NH2:13])[CH:11]=2)[CH2:6][CH2:5]1)(=[O:3])[CH3:2].OC1C=C(N[C:23]2[C:28]3=[CH:29][C:30](C)=[CH:31][N:27]3[N:26]=[CH:25][N:24]=2)C=CC=1C. The catalyst is C(O)(C)C.C(Cl)Cl. The yield is 0.0400. The product is [N:26]1[N:27]2[CH:31]=[CH:30][CH:29]=[C:28]2[C:23]([NH:13][C:10]2[CH:11]=[C:12]3[C:7]([CH2:6][CH2:5][N:4]3[C:1](=[O:3])[CH3:2])=[CH:8][CH:9]=2)=[N:24][CH:25]=1. (5) The reactants are [Cl:1][C:2]1[C:19]([Cl:20])=[CH:18][C:5]2[NH:6][C:7]([C:9]3[CH:17]=[CH:16][C:12]([C:13](O)=[O:14])=[CH:11][CH:10]=3)=[N:8][C:4]=2[CH:3]=1.O=S(Cl)Cl.[NH2:25][C:26]1[C:27]([C:36]([O:38][CH3:39])=[O:37])=[CH:28][C:29]([OH:35])=[C:30]([CH:34]=1)[C:31]([OH:33])=[O:32]. The catalyst is CN(C=O)C. The product is [Cl:20][C:19]1[C:2]([Cl:1])=[CH:3][C:4]2[NH:8][C:7]([C:9]3[CH:10]=[CH:11][C:12]([C:13]([NH:25][C:26]4[C:27]([C:36]([O:38][CH3:39])=[O:37])=[CH:28][C:29]([OH:35])=[C:30]([CH:34]=4)[C:31]([OH:33])=[O:32])=[O:14])=[CH:16][CH:17]=3)=[N:6][C:5]=2[CH:18]=1. The yield is 0.390. (6) The reactants are I[C:2]1[C:3](=[O:17])[NH:4][C:5](=[O:16])[N:6]([CH:15]=1)[C@@H:7]1[O:14][C@H:11]([CH2:12][OH:13])[C@@H:9]([OH:10])[CH2:8]1.C(N(CC)CC)C.[F:25][C:26]([F:34])([F:33])[C:27]([NH:29][CH2:30][C:31]#[CH:32])=[O:28].C(=O)(O)[O-]. The catalyst is CN(C=O)C.[Cu]I.C1C=CC([P]([Pd]([P](C2C=CC=CC=2)(C2C=CC=CC=2)C2C=CC=CC=2)([P](C2C=CC=CC=2)(C2C=CC=CC=2)C2C=CC=CC=2)[P](C2C=CC=CC=2)(C2C=CC=CC=2)C2C=CC=CC=2)(C2C=CC=CC=2)C2C=CC=CC=2)=CC=1.CO. The product is [F:25][C:26]([F:34])([F:33])[C:27]([NH:29][CH2:30][C:31]#[C:32][C:2]1[C:3](=[O:17])[NH:4][C:5](=[O:16])[N:6]([CH:15]=1)[C@@H:7]1[O:14][C@H:11]([CH2:12][OH:13])[C@@H:9]([OH:10])[CH2:8]1)=[O:28]. The yield is 0.710.